From a dataset of NCI-60 drug combinations with 297,098 pairs across 59 cell lines. Regression. Given two drug SMILES strings and cell line genomic features, predict the synergy score measuring deviation from expected non-interaction effect. (1) Drug 2: CN1C(=O)N2C=NC(=C2N=N1)C(=O)N. Drug 1: COC1=CC(=CC(=C1O)OC)C2C3C(COC3=O)C(C4=CC5=C(C=C24)OCO5)OC6C(C(C7C(O6)COC(O7)C8=CC=CS8)O)O. Synergy scores: CSS=48.0, Synergy_ZIP=1.53, Synergy_Bliss=1.64, Synergy_Loewe=-15.9, Synergy_HSA=4.50. Cell line: HOP-92. (2) Drug 1: CC1=C(C=C(C=C1)NC2=NC=CC(=N2)N(C)C3=CC4=NN(C(=C4C=C3)C)C)S(=O)(=O)N.Cl. Drug 2: C1CN(CCN1C(=O)CCBr)C(=O)CCBr. Cell line: IGROV1. Synergy scores: CSS=10.4, Synergy_ZIP=-6.51, Synergy_Bliss=-8.42, Synergy_Loewe=-13.1, Synergy_HSA=-8.00.